The task is: Predict which catalyst facilitates the given reaction.. This data is from Catalyst prediction with 721,799 reactions and 888 catalyst types from USPTO. (1) Reactant: Br[C:2]1[C:7]2[S:8][C:9]([C:11]3[C:16]([Cl:17])=[CH:15][CH:14]=[CH:13][C:12]=3[Cl:18])=[N:10][C:6]=2[CH:5]=[CH:4][N:3]=1.[C:19]([NH2:22])(=[O:21])[CH3:20].CC1(C)C2C(=C(P(C3C=CC=CC=3)C3C=CC=CC=3)C=CC=2)OC2C(P(C3C=CC=CC=3)C3C=CC=CC=3)=CC=CC1=2.C([O-])([O-])=O.[Cs+].[Cs+]. Product: [Cl:18][C:12]1[CH:13]=[CH:14][CH:15]=[C:16]([Cl:17])[C:11]=1[C:9]1[S:8][C:7]2[C:2]([NH:22][C:19](=[O:21])[CH3:20])=[N:3][CH:4]=[CH:5][C:6]=2[N:10]=1. The catalyst class is: 62. (2) Product: [O:35]=[C:33]([CH:19]([P:25](=[O:32])([O:26][CH2:27][CH3:28])[O:29][CH2:30][CH3:31])[CH2:20][CH2:21][CH2:22][CH2:23][CH3:24])[CH3:34]. Reactant: C(NC(C)C)(C)C.C([Li])CCC.CCCCCC.[CH2:19]([P:25](=[O:32])([O:29][CH2:30][CH3:31])[O:26][CH2:27][CH3:28])[CH2:20][CH2:21][CH2:22][CH2:23][CH3:24].[C:33](OCC)(=[O:35])[CH3:34]. The catalyst class is: 7. (3) Reactant: [NH2:1][C:2]1[S:3][C:4]2[CH:10]=[CH:9][CH:8]=[CH:7][C:5]=2[N:6]=1.[O:11]1[CH:15]=[CH:14][CH:13]=[C:12]1[C:16](Cl)=[O:17]. Product: [S:3]1[C:4]2[CH:10]=[CH:9][CH:8]=[CH:7][C:5]=2[N:6]=[C:2]1[NH:1][C:16]([C:12]1[O:11][CH:15]=[CH:14][CH:13]=1)=[O:17]. The catalyst class is: 17. (4) Reactant: [CH:1]([C:3]1[CH:10]=[CH:9][C:6]([CH2:7][Cl:8])=[CH:5][CH:4]=1)=[CH2:2].[CH2:11]([N:15]([CH2:20][CH2:21][CH2:22][CH3:23])[CH2:16][CH2:17][CH2:18][CH3:19])[CH2:12][CH2:13][CH3:14]. Product: [Cl-:8].[CH2:20]([N+:15]([CH2:11][CH2:12][CH2:13][CH3:14])([CH2:16][CH2:17][CH2:18][CH3:19])[CH2:7][C:6]1[CH:9]=[CH:10][C:3]([CH:1]=[CH2:2])=[CH:4][CH:5]=1)[CH2:21][CH2:22][CH3:23]. The catalyst class is: 23. (5) Reactant: Cl.[NH2:2][C@@H:3]1[CH2:7][N:6]([C:8]2[CH:13]=[CH:12][C:11]([O:14][CH2:15][C:16]3[CH:21]=[CH:20][CH:19]=[C:18]([F:22])[CH:17]=3)=[CH:10][CH:9]=2)[C:5](=[O:23])[CH2:4]1.C(N(CC)CC)C.[C:31](Cl)(=[O:33])[CH3:32]. Product: [F:22][C:18]1[CH:17]=[C:16]([CH:21]=[CH:20][CH:19]=1)[CH2:15][O:14][C:11]1[CH:10]=[CH:9][C:8]([N:6]2[C:5](=[O:23])[CH2:4][C@H:3]([NH:2][C:31](=[O:33])[CH3:32])[CH2:7]2)=[CH:13][CH:12]=1. The catalyst class is: 4. (6) Reactant: [NH:1]1[CH2:6][CH2:5][O:4][CH2:3][CH2:2]1.[C:7]([N:10]1[CH2:15][CH2:14][C:13](=O)[CH2:12][CH2:11]1)(=[O:9])[CH3:8]. Product: [N:1]1([C:13]2[CH2:14][CH2:15][N:10]([C:7](=[O:9])[CH3:8])[CH2:11][CH:12]=2)[CH2:6][CH2:5][O:4][CH2:3][CH2:2]1. The catalyst class is: 743. (7) Reactant: [CH3:1][C:2]1([CH3:27])[CH:10]=[C:9]2[C:4]([CH:5]=[CH:6][C:7]([N:11]([C:20]([O:22][C:23]([CH3:26])([CH3:25])[CH3:24])=[O:21])[NH:12][C:13]([O:15][C:16]([CH3:19])([CH3:18])[CH3:17])=[O:14])=[CH:8]2)=[CH:3]1.FC(F)(F)C(O)=O.C[O:36][C:37](=O)[CH2:38][C:39](=O)[CH3:40]. Product: [CH3:1][C:2]1([CH3:27])[CH2:10][C:9]2[C:4](=[CH:5][CH:6]=[C:7]([N:11]([C:20]([O:22][C:23]([CH3:26])([CH3:25])[CH3:24])=[O:21])[NH:12][C:13]([O:15][C:16]([CH3:17])([CH3:18])[CH3:19])=[O:14])[CH:8]=2)[CH2:3]1.[CH3:1][C:2]1([CH3:27])[CH2:10][C:9]2[C:4](=[CH:5][CH:6]=[C:7]([N:11]3[C:37](=[O:36])[CH2:38][C:39]([CH3:40])=[N:12]3)[CH:8]=2)[CH2:3]1. The catalyst class is: 15.